This data is from Peptide-MHC class I binding affinity with 185,985 pairs from IEDB/IMGT. The task is: Regression. Given a peptide amino acid sequence and an MHC pseudo amino acid sequence, predict their binding affinity value. This is MHC class I binding data. (1) The peptide sequence is WPEIVGAIV. The MHC is HLA-A69:01 with pseudo-sequence HLA-A69:01. The binding affinity (normalized) is 0.0847. (2) The MHC is HLA-A02:06 with pseudo-sequence HLA-A02:06. The binding affinity (normalized) is 1.00. The peptide sequence is IISDLSIFI. (3) The peptide sequence is FTFDNSKFV. The MHC is HLA-B27:05 with pseudo-sequence HLA-B27:05. The binding affinity (normalized) is 0.0847. (4) The peptide sequence is GMRDVSFEL. The MHC is HLA-B27:05 with pseudo-sequence HLA-B27:05. The binding affinity (normalized) is 0.0847. (5) The peptide sequence is QMDGAILVV. The MHC is HLA-A02:01 with pseudo-sequence HLA-A02:01. The binding affinity (normalized) is 1.00. (6) The peptide sequence is GEIFGLLGP. The MHC is HLA-A02:01 with pseudo-sequence HLA-A02:01. The binding affinity (normalized) is 0.0847. (7) The binding affinity (normalized) is 0.0847. The MHC is HLA-A02:01 with pseudo-sequence HLA-A02:01. The peptide sequence is EQDGITYYL.